Dataset: Reaction yield outcomes from USPTO patents with 853,638 reactions. Task: Predict the reaction yield, written as a fraction of the theoretical maximum amount of product (1.0 means a 100% yield; for example, 0.34 means a 34% yield). (1) The reactants are [CH3:1][C:2]1[CH:3]=[C:4]([C:9]2[O:13][C:12]([CH:14]=O)=[CH:11][CH:10]=2)[CH:5]=[CH:6][C:7]=1[CH3:8].Cl.Cl.[NH2:18][C:19]1[C:28]([NH2:29])=[C:27]2[C:22]([CH:23]=[C:24]([C:31]([OH:33])=[O:32])[CH:25]=[C:26]2[OH:30])=[CH:21][CH:20]=1.S(=O)(O)[O-].[Na+]. The catalyst is CCO.O. The product is [CH3:1][C:2]1[CH:3]=[C:4]([C:9]2[O:13][C:12]([C:14]3[NH:18][C:19]4[CH:20]=[CH:21][C:22]5[C:27](=[C:26]([OH:30])[CH:25]=[C:24]([C:31]([OH:33])=[O:32])[CH:23]=5)[C:28]=4[N:29]=3)=[CH:11][CH:10]=2)[CH:5]=[CH:6][C:7]=1[CH3:8]. The yield is 0.150. (2) The reactants are C([N:8]1[CH2:13][CH2:12][N:11]([C:14]2[N:19]=[C:18]([NH:20][C:21]3[CH:26]=[CH:25][C:24]([CH3:27])=[CH:23][CH:22]=3)[CH:17]=[C:16]([N:28]3[CH2:33][CH2:32][CH2:31][CH2:30][CH2:29]3)[N:15]=2)[CH2:10][CH2:9]1)C1C=CC=CC=1.C([O-])=O.[NH4+]. The catalyst is CO.[Pd]. The product is [CH3:27][C:24]1[CH:23]=[CH:22][C:21]([NH:20][C:18]2[CH:17]=[C:16]([N:28]3[CH2:29][CH2:30][CH2:31][CH2:32][CH2:33]3)[N:15]=[C:14]([N:11]3[CH2:10][CH2:9][NH:8][CH2:13][CH2:12]3)[N:19]=2)=[CH:26][CH:25]=1. The yield is 0.660.